This data is from Full USPTO retrosynthesis dataset with 1.9M reactions from patents (1976-2016). The task is: Predict the reactants needed to synthesize the given product. (1) Given the product [F:1][C:2]1[CH:7]=[C:6]([CH3:8])[CH:5]=[CH:4][C:3]=1[NH:9][C:10]1[C:19]2[C:14](=[CH:15][C:16]([O:26][CH3:27])=[C:17]([C:20]3[CH2:21][CH2:22][N:23]([CH:31]([CH3:33])[CH3:30])[CH2:24][CH:25]=3)[CH:18]=2)[N:13]=[N:12][C:11]=1[C:28]#[N:29], predict the reactants needed to synthesize it. The reactants are: [F:1][C:2]1[CH:7]=[C:6]([CH3:8])[CH:5]=[CH:4][C:3]=1[NH:9][C:10]1[C:19]2[C:14](=[CH:15][C:16]([O:26][CH3:27])=[C:17]([C:20]3[CH2:21][CH2:22][NH:23][CH2:24][CH:25]=3)[CH:18]=2)[N:13]=[N:12][C:11]=1[C:28]#[N:29].[CH3:30][C:31]([CH3:33])=O.C(O)(=O)C.C(O[BH-](OC(=O)C)OC(=O)C)(=O)C.[Na+]. (2) Given the product [CH3:14][O:15][C:16]1[CH:17]=[C:18]([O:22][C:23]2[CH:24]=[CH:25][C:26]([CH2:27][NH:28][C:4](=[O:6])[C:3]3[CH:7]=[CH:8][C:9]([CH2:11][O:12][CH3:13])=[N:10][C:2]=3[NH2:1])=[CH:29][CH:30]=2)[CH:19]=[CH:20][CH:21]=1, predict the reactants needed to synthesize it. The reactants are: [NH2:1][C:2]1[N:10]=[C:9]([CH2:11][O:12][CH3:13])[CH:8]=[CH:7][C:3]=1[C:4]([OH:6])=O.[CH3:14][O:15][C:16]1[CH:17]=[C:18]([O:22][C:23]2[CH:30]=[CH:29][C:26]([CH2:27][NH2:28])=[CH:25][CH:24]=2)[CH:19]=[CH:20][CH:21]=1.CN([P+](ON1N=NC2C=CC=CC1=2)(N(C)C)N(C)C)C.F[P-](F)(F)(F)(F)F.C(=O)(O)[O-].[Na+]. (3) Given the product [Br:12][C:9]1[CH:10]=[C:11]2[C:6]([C:5]3[O:13][C:14]4[CH:19]=[CH:18][CH:17]=[CH:16][C:15]=4[C:4]=3[N:3]=[C:2]2[Cl:20])=[CH:7][CH:8]=1, predict the reactants needed to synthesize it. The reactants are: O[C:2]1[C:11]2[C:6](=[CH:7][CH:8]=[C:9]([Br:12])[CH:10]=2)[C:5]2[O:13][C:14]3[CH:19]=[CH:18][CH:17]=[CH:16][C:15]=3[C:4]=2[N:3]=1.[Cl:20]C1C=C2C(C3OC4C=CC=CC=4C=3N=C2O)=CC=1. (4) Given the product [Cl:20][C:21]1[CH:22]=[C:23]([C:28]2[C:29]([CH:34]3[CH:14]([C:10]4[CH:9]=[N:8][CH:13]=[CH:12][CH:11]=4)[O:35]3)=[CH:30][CH:31]=[CH:32][N:40]=2)[CH:24]=[C:25]([Cl:27])[CH:26]=1, predict the reactants needed to synthesize it. The reactants are: F[P-](F)(F)(F)(F)F.[N:8]1[CH:13]=[CH:12][CH:11]=[C:10]([CH2:14][S+]2CCCC2)[CH:9]=1.[Cl:20][C:21]1[CH:22]=[C:23]([C:28]2[C:29]([CH:34]=[O:35])=[CH:30][CH:31]=[CH:32]C=2)[CH:24]=[C:25]([Cl:27])[CH:26]=1.[OH-].[K+].CC#[N:40]. (5) Given the product [CH3:41][N:40]([CH3:42])[CH2:39][CH2:38][N:35]1[C:36](=[O:37])[C:17]2[C:18](=[C:19]3[CH:25]=[C:24]([O:26][CH2:27][CH2:28][O:29][S:30]([CH3:33])(=[O:32])=[O:31])[CH:23]=[CH:22][C:20]3=[C:21]3[C:16]=2[O:15][C:14]2[CH:13]=[CH:12][CH:11]=[CH:10][C:9]=2[NH:8]3)[C:34]1=[O:43], predict the reactants needed to synthesize it. The reactants are: C(OC([N:8]1[C:21]2[C:16](=[C:17]3[C:36](=[O:37])[N:35]([CH2:38][CH2:39][N:40]([CH3:42])[CH3:41])[C:34](=[O:43])[C:18]3=[C:19]3[CH:25]=[C:24]([O:26][CH2:27][CH2:28][O:29][S:30]([CH3:33])(=[O:32])=[O:31])[CH:23]=[CH:22][C:20]3=2)[O:15][C:14]2[CH:13]=[CH:12][CH:11]=[CH:10][C:9]1=2)=O)(C)(C)C. (6) The reactants are: [CH3:1][CH2:2][O:3][C:4]([CH3:6])=O.[CH3:7]CO.P(OC[C@H]1O[C@@H](N2C=C(C3C=[CH:37][C:36]([O:39]C)=[CH:35]C=3)C(=O)NC2=O)[C@H](O)[C@@H]1O)(OP(O)(O)=O)(=O)O. Given the product [CH2:2]([O:3][CH2:4][CH3:6])[CH3:1].[CH3:35][C:36]([OH:39])([CH3:7])[CH3:37], predict the reactants needed to synthesize it. (7) Given the product [OH:15][CH2:14][CH:11]1[CH2:12][CH2:13][C:8]([CH:19]=[CH2:20])([OH:7])[CH2:9][CH2:10]1, predict the reactants needed to synthesize it. The reactants are: [H-].[Al+3].[Li+].[H-].[H-].[H-].[OH:7][C:8]1([CH:19]=[CH2:20])[CH2:13][CH2:12][CH:11]([C:14](OCC)=[O:15])[CH2:10][CH2:9]1. (8) Given the product [CH3:19][C:16]1[CH:15]=[CH:14][C:13]([OH:18])=[C:12]([C:10]2[N:11]=[C:5]3[CH:4]=[C:3]([NH:2][CH3:1])[CH:8]=[CH:7][N:6]3[CH:9]=2)[CH:17]=1, predict the reactants needed to synthesize it. The reactants are: [CH3:1][NH:2][C:3]1[CH:8]=[CH:7][N:6]2[CH:9]=[C:10]([C:12]3[CH:17]=[CH:16][CH:15]=[CH:14][C:13]=3[OH:18])[N:11]=[C:5]2[CH:4]=1.[CH3:19]NC1C=CN=C(N)C=1.BrCC(C1C=C(C)C=CC=1O)=O. (9) The reactants are: [CH2:1]([CH2:7]Cl)[CH2:2][O:3][C:4](Cl)=[O:5].[NH2:9][C:10]1[CH:11]=[C:12]([Cl:34])[C:13]([N:16]2[CH2:33][CH2:32][CH2:31][C@@:18]3([C:22](=[O:23])[N:21]([C@H:24]4[CH2:29][CH2:28][C@H:27]([OH:30])[CH2:26][CH2:25]4)[CH2:20][CH2:19]3)[CH2:17]2)=[N:14][CH:15]=1.O[C@H]1CC[C@H](N2CC[C@]3(CCCNC3)C2=O)CC1.CC(C)([O-])C.[K+].C(O)(C(F)(F)F)=O. Given the product [Cl:34][C:12]1[C:13]([N:16]2[CH2:33][CH2:32][CH2:31][C@@:18]3([C:22](=[O:23])[N:21]([C@H:24]4[CH2:25][CH2:26][C@H:27]([OH:30])[CH2:28][CH2:29]4)[CH2:20][CH2:19]3)[CH2:17]2)=[N:14][CH:15]=[C:10]([N:9]2[CH2:7][CH2:1][CH2:2][O:3][C:4]2=[O:5])[CH:11]=1, predict the reactants needed to synthesize it.